Dataset: Reaction yield outcomes from USPTO patents with 853,638 reactions. Task: Predict the reaction yield, written as a fraction of the theoretical maximum amount of product (1.0 means a 100% yield; for example, 0.34 means a 34% yield). The reactants are [NH2:1][C:2]1[C:3]2[C:10]([C:11]3[CH:16]=[CH:15][C:14]([O:17][C:18]4[CH:23]=[CH:22][CH:21]=[CH:20][CH:19]=4)=[CH:13][CH:12]=3)=[C:9](Br)[N:8]([C@@H:25]3[CH2:29][CH2:28][N:27]([C:30]([O:32][C:33]([CH3:36])([CH3:35])[CH3:34])=[O:31])[CH2:26]3)[C:4]=2[N:5]=[CH:6][N:7]=1.[C:37]([Cu])#[N:38].N#N. The catalyst is CN(C=O)C. The product is [NH2:1][C:2]1[C:3]2[C:10]([C:11]3[CH:16]=[CH:15][C:14]([O:17][C:18]4[CH:23]=[CH:22][CH:21]=[CH:20][CH:19]=4)=[CH:13][CH:12]=3)=[C:9]([C:37]#[N:38])[N:8]([C@@H:25]3[CH2:29][CH2:28][N:27]([C:30]([O:32][C:33]([CH3:36])([CH3:35])[CH3:34])=[O:31])[CH2:26]3)[C:4]=2[N:5]=[CH:6][N:7]=1. The yield is 0.650.